Task: Predict the reactants needed to synthesize the given product.. Dataset: Full USPTO retrosynthesis dataset with 1.9M reactions from patents (1976-2016) (1) Given the product [Cl:1][C:2]1[CH:3]=[C:4]([NH:16][C:17]2[C:26]3[C:21](=[CH:22][CH:23]=[CH:24][C:25]=3[O:27][C@@H:28]([CH3:32])[C:29]([N:31]3[CH2:37][CH2:36][C@@H:35]([OH:38])[CH2:34]3)=[O:30])[N:20]=[CH:19][N:18]=2)[CH:5]=[CH:6][C:7]=1[O:8][CH2:9][C:10]1[CH:15]=[CH:14][CH:13]=[CH:12][N:11]=1, predict the reactants needed to synthesize it. The reactants are: [Cl:1][C:2]1[CH:3]=[C:4]([NH:16][C:17]2[C:26]3[C:21](=[CH:22][CH:23]=[CH:24][C:25]=3[O:27][C@@H:28]([CH3:32])[C:29]([NH2:31])=[O:30])[N:20]=[CH:19][N:18]=2)[CH:5]=[CH:6][C:7]=1[O:8][CH2:9][C:10]1[CH:15]=[CH:14][CH:13]=[CH:12][N:11]=1.N1[CH2:37][CH2:36][C@@H:35]([OH:38])[CH2:34]1. (2) Given the product [N:28]1[CH:29]=[CH:30][CH:31]=[CH:32][C:27]=1[C:2]1[CH:3]=[N:4][C:5]([O:8][CH:9]2[CH2:14][CH2:13][N:12]([C:15]([O:17][C:18]([CH3:21])([CH3:20])[CH3:19])=[O:16])[CH2:11][CH2:10]2)=[N:6][CH:7]=1, predict the reactants needed to synthesize it. The reactants are: Br[C:2]1[CH:3]=[N:4][C:5]([O:8][CH:9]2[CH2:14][CH2:13][N:12]([C:15]([O:17][C:18]([CH3:21])([CH3:20])[CH3:19])=[O:16])[CH2:11][CH2:10]2)=[N:6][CH:7]=1.C([Sn](CCCC)(CCCC)[C:27]1[CH:32]=[CH:31][CH:30]=[CH:29][N:28]=1)CCC. (3) Given the product [NH:1]1[C:9]2[C:4](=[CH:5][CH:6]=[CH:7][CH:8]=2)[C:3](/[CH:10]=[C:11]2\[O:12][C:13]3[C:20]([CH2:21][CH2:22][CH:23]4[CH2:28][CH2:27][NH:26][CH2:25][CH2:24]4)=[C:19]([O:36][CH3:37])[C:18]([F:38])=[CH:17][C:14]=3[C:15]\2=[O:16])=[N:2]1, predict the reactants needed to synthesize it. The reactants are: [NH:1]1[C:9]2[C:4](=[CH:5][CH:6]=[CH:7][CH:8]=2)[C:3](/[CH:10]=[C:11]2\[O:12][C:13]3[C:20]([CH2:21][CH2:22][CH:23]4[CH2:28][CH2:27][N:26](C(OC(C)(C)C)=O)[CH2:25][CH2:24]4)=[C:19]([O:36][CH3:37])[C:18]([F:38])=[CH:17][C:14]=3[C:15]\2=[O:16])=[N:2]1.Cl. (4) Given the product [CH3:1][O:2][C:3]([C:5]1[CH:14]=[C:13]([OH:15])[C:12]2[C:7](=[C:8]([O:17][CH2:18][C:19]3[CH:24]=[CH:23][CH:22]=[CH:21][CH:20]=3)[CH:9]=[C:10]([C:14]#[C:5][CH2:3][O:2][CH2:31][C:25]3[CH:26]=[CH:27][CH:28]=[CH:29][CH:30]=3)[CH:11]=2)[N:6]=1)=[O:4], predict the reactants needed to synthesize it. The reactants are: [CH3:1][O:2][C:3]([C:5]1[CH:14]=[C:13]([OH:15])[C:12]2[C:7](=[C:8]([O:17][CH2:18][C:19]3[CH:24]=[CH:23][CH:22]=[CH:21][CH:20]=3)[CH:9]=[C:10](Br)[CH:11]=2)[N:6]=1)=[O:4].[C:25]1([C:31]#C)[CH:30]=[CH:29][CH:28]=[CH:27][CH:26]=1. (5) Given the product [C:1]([OH:7])(=[O:8])[CH2:2][CH2:3][CH2:4][C:5]([OH:20])=[O:6], predict the reactants needed to synthesize it. The reactants are: [C:1]1(=[O:8])[O:7][C:5](=[O:6])[CH2:4][CH2:3][CH2:2]1.C(Cl)(Cl)Cl.N1C=CC=CC=1.C[OH:20]. (6) Given the product [CH3:15][NH:16][C:5](=[O:6])[C:4]1[CH:8]=[CH:9][C:10]([N+:11]([O-:13])=[O:12])=[C:2]([F:1])[CH:3]=1, predict the reactants needed to synthesize it. The reactants are: [F:1][C:2]1[CH:3]=[C:4]([CH:8]=[CH:9][C:10]=1[N+:11]([O-:13])=[O:12])[C:5](O)=[O:6].Cl.[CH3:15][N:16](C)CCCN=C=NCC.CN. (7) Given the product [F:25][C:19]1[CH:20]=[C:21]([NH:24][C:48]([C:45]2[C:46](=[O:47])[N:41]([C:38]3[CH:39]=[CH:40][C:35]([F:34])=[CH:36][CH:37]=3)[N:42]=[CH:43][CH:44]=2)=[O:49])[CH:22]=[CH:23][C:18]=1[O:17][C:16]1[CH:15]=[CH:14][N:13]=[C:12]2[N:8]([CH2:7][C:6]3[CH:5]=[CH:4][C:3]([O:2][CH3:1])=[CH:33][CH:32]=3)[N:9]=[C:10]([C:26]3[N:27]([CH3:31])[CH:28]=[CH:29][N:30]=3)[C:11]=12, predict the reactants needed to synthesize it. The reactants are: [CH3:1][O:2][C:3]1[CH:33]=[CH:32][C:6]([CH2:7][N:8]2[C:12]3=[N:13][CH:14]=[CH:15][C:16]([O:17][C:18]4[CH:23]=[CH:22][C:21]([NH2:24])=[CH:20][C:19]=4[F:25])=[C:11]3[C:10]([C:26]3[N:27]([CH3:31])[CH:28]=[CH:29][N:30]=3)=[N:9]2)=[CH:5][CH:4]=1.[F:34][C:35]1[CH:40]=[CH:39][C:38]([N:41]2[C:46](=[O:47])[C:45]([C:48](O)=[O:49])=[CH:44][CH:43]=[N:42]2)=[CH:37][CH:36]=1.Cl.C(N=C=NCCCN(C)C)C.N1(O)C2C=CC=CC=2N=N1.C(N(C(C)C)C(C)C)C. (8) Given the product [CH3:25][O:24][C:21]1[CH:22]=[C:23]2[C:18](=[CH:19][C:20]=1[O:26][CH3:27])[N:17]=[CH:16][CH:15]=[C:14]2[O:12][C:11]1[C:2]([OH:1])=[N:3][C:4]2[C:9]([CH:10]=1)=[CH:8][CH:7]=[CH:6][CH:5]=2, predict the reactants needed to synthesize it. The reactants are: [OH:1][C:2]1[C:11]([OH:12])=[CH:10][C:9]2[C:4](=[CH:5][CH:6]=[CH:7][CH:8]=2)[N:3]=1.Cl[C:14]1[C:23]2[C:18](=[CH:19][C:20]([O:26][CH3:27])=[C:21]([O:24][CH3:25])[CH:22]=2)[N:17]=[CH:16][CH:15]=1.O. (9) The reactants are: FC(S(O[C:9]1[CH:14]=[C:13]([C:15]2[CH:20]=[CH:19][C:18]([C:21]#[N:22])=[CH:17][CH:16]=2)[N:12]=[C:11]([NH:23][CH2:24][CH2:25][NH:26][C:27]([O:29][C:30]([CH3:33])([CH3:32])[CH3:31])=[O:28])[N:10]=1)(=O)=O)(F)F.O.[NH:35]1[CH2:40][CH2:39][O:38][CH2:37][CH2:36]1. Given the product [C:30]([O:29][C:27]([NH:26][CH2:25][CH2:24][NH:23][C:11]1[N:12]=[C:13]([C:15]2[CH:20]=[CH:19][C:18]([C:21]#[N:22])=[CH:17][CH:16]=2)[CH:14]=[C:9]([N:35]2[CH2:40][CH2:39][O:38][CH2:37][CH2:36]2)[N:10]=1)=[O:28])([CH3:33])([CH3:32])[CH3:31], predict the reactants needed to synthesize it.